From a dataset of Full USPTO retrosynthesis dataset with 1.9M reactions from patents (1976-2016). Predict the reactants needed to synthesize the given product. Given the product [CH3:1][S:2]([C:5]1[CH:10]=[CH:9][C:8]([C:11]2[C:12]3[N:13]([N:17]=[C:18]([NH:20][C:22]4[CH:27]=[CH:26][C:25]([N:28]5[CH2:29][CH2:30][CH:31]([N:34]6[CH2:35][CH2:36][N:37]([CH3:40])[CH2:38][CH2:39]6)[CH2:32][CH2:33]5)=[CH:24][CH:23]=4)[N:19]=3)[CH:14]=[CH:15][CH:16]=2)=[CH:7][CH:6]=1)(=[O:3])=[O:4], predict the reactants needed to synthesize it. The reactants are: [CH3:1][S:2]([C:5]1[CH:10]=[CH:9][C:8]([C:11]2[C:12]3[N:13]([N:17]=[C:18]([NH2:20])[N:19]=3)[CH:14]=[CH:15][CH:16]=2)=[CH:7][CH:6]=1)(=[O:4])=[O:3].Br[C:22]1[CH:27]=[CH:26][C:25]([N:28]2[CH2:33][CH2:32][CH:31]([N:34]3[CH2:39][CH2:38][N:37]([CH3:40])[CH2:36][CH2:35]3)[CH2:30][CH2:29]2)=[CH:24][CH:23]=1.C1(P(C2CCCCC2)C2C=CC=CC=2C2C=CC=CC=2P(C2CCCCC2)C2CCCCC2)CCCCC1.